The task is: Predict the product of the given reaction.. This data is from Forward reaction prediction with 1.9M reactions from USPTO patents (1976-2016). (1) Given the reactants [C:1]([OH:5])([CH3:4])([CH3:3])[CH3:2].CCN=C=NCCCN(C)C.[Br:17][C:18]1[C:26]([CH3:27])=[CH:25][C:21]([C:22](O)=[O:23])=[CH:20][C:19]=1[CH3:28], predict the reaction product. The product is: [C:1]([O:5][C:22](=[O:23])[C:21]1[CH:25]=[C:26]([CH3:27])[C:18]([Br:17])=[C:19]([CH3:28])[CH:20]=1)([CH3:4])([CH3:3])[CH3:2]. (2) Given the reactants [F:1][C:2]1[CH:7]=[CH:6][C:5]([F:8])=[CH:4][C:3]=1[CH2:9][C:10]([N:12]1[C:20]2[C:15](=[CH:16][C:17]([C:21]3[C:25]4[C:26]([NH2:31])=[N:27][CH:28]=[C:29](I)[C:24]=4[O:23][CH:22]=3)=[CH:18][CH:19]=2)[CH2:14][CH2:13]1)=[O:11].C([N:39]1[CH:43]=[C:42](B2OC(C)(C)C(C)(C)O2)[CH:41]=[N:40]1)(OC(C)(C)C)=O.C(=O)(O)[O-].[Na+].CO, predict the reaction product. The product is: [F:1][C:2]1[CH:7]=[CH:6][C:5]([F:8])=[CH:4][C:3]=1[CH2:9][C:10]([N:12]1[C:20]2[C:15](=[CH:16][C:17]([C:21]3[C:25]4[C:26]([NH2:31])=[N:27][CH:28]=[C:29]([C:42]5[CH:43]=[N:39][NH:40][CH:41]=5)[C:24]=4[O:23][CH:22]=3)=[CH:18][CH:19]=2)[CH2:14][CH2:13]1)=[O:11]. (3) Given the reactants [NH:1]1[C:9]2[C:4](=[CH:5][CH:6]=[CH:7][C:8]=2[C:10]([OH:12])=O)[CH:3]=[CH:2]1.CN(C(ON1N=NC2C=CC=CC1=2)=[N+](C)C)C.[B-](F)(F)(F)F.C(N(CC)C(C)C)(C)C.[C:44]([C:48]1[CH:67]=[CH:66][C:51]([CH2:52][NH:53][CH2:54][CH2:55][C:56]2[CH:61]=[CH:60][CH:59]=[C:58]([C:62]([F:65])([F:64])[F:63])[CH:57]=2)=[CH:50][CH:49]=1)([CH3:47])([CH3:46])[CH3:45], predict the reaction product. The product is: [C:44]([C:48]1[CH:67]=[CH:66][C:51]([CH2:52][N:53]([CH2:54][CH2:55][C:56]2[CH:61]=[CH:60][CH:59]=[C:58]([C:62]([F:65])([F:63])[F:64])[CH:57]=2)[C:10]([C:8]2[CH:7]=[CH:6][CH:5]=[C:4]3[C:9]=2[NH:1][CH:2]=[CH:3]3)=[O:12])=[CH:50][CH:49]=1)([CH3:47])([CH3:45])[CH3:46]. (4) Given the reactants Br[C:2]1[CH:3]=[CH:4][C:5]2[O:9][C:8]([CH:10]([NH:17][C:18]3[CH:23]=[CH:22][C:21]([C:24]([N:26]([CH3:34])[CH2:27][CH2:28][C:29]([O:31][CH2:32][CH3:33])=[O:30])=[O:25])=[CH:20][CH:19]=3)[CH:11]3[CH2:16][CH2:15][CH2:14][CH2:13][CH2:12]3)=[C:7]([CH3:35])[C:6]=2[CH:36]=1.[CH3:37][O:38][C:39]1[C:44](B(O)O)=[CH:43][CH:42]=[CH:41][N:40]=1.C(=O)([O-])[O-].[K+].[K+], predict the reaction product. The product is: [CH:11]1([CH:10]([NH:17][C:18]2[CH:19]=[CH:20][C:21]([C:24]([N:26]([CH3:34])[CH2:27][CH2:28][C:29]([O:31][CH2:32][CH3:33])=[O:30])=[O:25])=[CH:22][CH:23]=2)[C:8]2[O:9][C:5]3[CH:4]=[CH:3][C:2]([C:44]4[C:39]([O:38][CH3:37])=[N:40][CH:41]=[CH:42][CH:43]=4)=[CH:36][C:6]=3[C:7]=2[CH3:35])[CH2:16][CH2:15][CH2:14][CH2:13][CH2:12]1. (5) Given the reactants [CH:1]1([C:7]2[C:8]3[CH:9]=[CH:10][C:11]([C:32]([O:34]C)=[O:33])=[CH:12][C:13]=3[N:14]3[C:21]=2[C:20]2[CH:22]=[CH:23][CH:24]=[CH:25][C:19]=2[N:18]([CH2:26][CH2:27][N:28]([CH3:30])[CH3:29])[C:17](=O)[CH2:16][CH2:15]3)[CH2:6][CH2:5][CH2:4][CH2:3][CH2:2]1.S(C)C.CO.[OH-].[Na+], predict the reaction product. The product is: [CH:1]1([C:7]2[C:8]3[CH:9]=[CH:10][C:11]([C:32]([OH:34])=[O:33])=[CH:12][C:13]=3[N:14]3[C:21]=2[C:20]2[CH:22]=[CH:23][CH:24]=[CH:25][C:19]=2[N:18]([CH2:26][CH2:27][N:28]([CH3:30])[CH3:29])[CH2:17][CH2:16][CH2:15]3)[CH2:2][CH2:3][CH2:4][CH2:5][CH2:6]1. (6) Given the reactants Cl[CH2:2][CH2:3][NH:4][C:5]([NH:7][C:8]1[CH:13]=[CH:12][C:11]([C:14]#[C:15][C:16]2[N:17]([CH2:29][CH3:30])[C:18]3[C:23]([C:24]=2[C:25]#[N:26])=[CH:22][CH:21]=[C:20]([O:27][CH3:28])[CH:19]=3)=[CH:10][CH:9]=1)=[O:6].C([O-])([O-])=O.[K+].[K+].CN(C=O)C, predict the reaction product. The product is: [CH2:29]([N:17]1[C:18]2[C:23](=[CH:22][CH:21]=[C:20]([O:27][CH3:28])[CH:19]=2)[C:24]([C:25]#[N:26])=[C:16]1[C:15]#[C:14][C:11]1[CH:12]=[CH:13][C:8]([N:7]2[CH2:2][CH2:3][NH:4][C:5]2=[O:6])=[CH:9][CH:10]=1)[CH3:30]. (7) Given the reactants C([O:3][C:4](=[O:33])[CH2:5][S:6][C:7]1[S:11][C:10]([NH:12][C:13]([N:15](CC2CCCC2)[C:16]2[CH:21]=[CH:20][CH:19]=[C:18]([C:22](=[O:26])[N:23]([CH3:25])[CH3:24])[CH:17]=2)=[O:14])=[N:9][CH:8]=1)C.[CH:34]1(CN(C2C=CC(S(C)(=O)=O)=CC=2)C(=O)NC2SC=C(CC(O)=O)N=2)[CH2:38][CH2:37][CH2:36][CH2:35]1.[CH:63]1(CNC2C=C(C=CC=2)C(N(C)C)=O)CCCC1.C(OC(=O)CSC1SC(N)=NC=1)C, predict the reaction product. The product is: [CH:34]1([N:15]([C:16]2[CH:21]=[CH:20][CH:19]=[C:18]([C:22](=[O:26])[N:23]([CH3:24])[CH3:25])[CH:17]=2)[C:13](=[O:14])[N:12]([CH3:63])[C:10]2[S:11][C:7]([S:6][CH2:5][C:4]([OH:3])=[O:33])=[CH:8][N:9]=2)[CH2:38][CH2:37][CH2:36][CH2:35]1. (8) Given the reactants C([O:4][C:5]1[CH:10]=[C:9]([C:11]#[N:12])[C:8](Br)=[C:7]([C:14]#[N:15])[C:6]=1[O:16]C(=O)C)(=O)C.[CH3:20][S:21][C:22]1[CH:27]=[CH:26][C:25](B(O)O)=[CH:24][CH:23]=1, predict the reaction product. The product is: [OH:16][C:6]1[C:5]([OH:4])=[CH:10][C:9]([C:11]#[N:12])=[C:8]([C:25]2[CH:26]=[CH:27][C:22]([S:21][CH3:20])=[CH:23][CH:24]=2)[C:7]=1[C:14]#[N:15].